Dataset: Catalyst prediction with 721,799 reactions and 888 catalyst types from USPTO. Task: Predict which catalyst facilitates the given reaction. (1) Product: [CH2:1]([O:3][C:4]([CH:6]1[CH2:10][CH:9]2[O:19][CH:8]2[CH2:7]1)=[O:5])[CH3:2]. Reactant: [CH2:1]([O:3][C:4]([CH:6]1[CH2:10][CH:9]=[CH:8][CH2:7]1)=[O:5])[CH3:2].ClC1C=CC=C(C(OO)=[O:19])C=1. The catalyst class is: 4. (2) Reactant: C(NC(C)C)(C)C.C([Li])CCC.[CH2:13]([O:15][CH:16]([O:25][CH2:26][CH3:27])[C:17]1[C:18]([F:24])=[N:19][C:20]([F:23])=[CH:21][CH:22]=1)[CH3:14].C(=O)=O.CC(C)=O.[I:35]I.OS([O-])=O.[Na+]. Product: [CH2:26]([O:25][CH:16]([O:15][CH2:13][CH3:14])[C:17]1[C:18]([F:24])=[N:19][C:20]([F:23])=[C:21]([I:35])[CH:22]=1)[CH3:27]. The catalyst class is: 765. (3) Reactant: [Cl:1][C:2]1[CH:7]=[CH:6][C:5](B(O)O)=[CH:4][CH:3]=1.[CH3:11][C:12]1[CH:13]=[C:14]([CH:16]=[CH:17][C:18]=1Br)[NH2:15].C1(C)C=CC=CC=1.C(=O)([O-])[O-].[K+].[K+]. Product: [ClH:1].[Cl:1][C:2]1[CH:7]=[CH:6][C:5]([C:18]2[CH:17]=[CH:16][C:14]([NH2:15])=[CH:13][C:12]=2[CH3:11])=[CH:4][CH:3]=1. The catalyst class is: 8. (4) Reactant: [C:1]([C:5]1[CH:6]=[CH:7][C:8]([O:25][CH3:26])=[C:9]([NH:11][C:12]([NH:14][C:15]2[CH:20]=[CH:19][C:18]([CH3:21])=[CH:17][C:16]=2[N+:22]([O-])=O)=[O:13])[CH:10]=1)([CH3:4])([CH3:3])[CH3:2]. Product: [C:1]([C:5]1[CH:6]=[CH:7][C:8]([O:25][CH3:26])=[C:9]([NH:11][C:12]([NH:14][C:15]2[CH:20]=[CH:19][C:18]([CH3:21])=[CH:17][C:16]=2[NH2:22])=[O:13])[CH:10]=1)([CH3:4])([CH3:2])[CH3:3]. The catalyst class is: 50. (5) Reactant: FC(F)(F)C(O)=O.[Cl:8][C:9]1[N:14]=[N:13][C:12]([NH:15][NH2:16])=[C:11]([CH2:17][CH3:18])[C:10]=1[CH3:19].[N:20]#[C:21]Br.C(=O)([O-])[O-].[K+].[K+]. Product: [Cl:8][C:9]1[C:10]([CH3:19])=[C:11]([CH2:17][CH3:18])[C:12]2[N:13]([C:21]([NH2:20])=[N:16][N:15]=2)[N:14]=1. The catalyst class is: 88.